This data is from Catalyst prediction with 721,799 reactions and 888 catalyst types from USPTO. The task is: Predict which catalyst facilitates the given reaction. (1) Reactant: CN1CCOCC1.[CH3:8][C:9]1[CH:14]=[C:13]([NH2:15])[CH:12]=[CH:11][C:10]=1[N:16]1[CH2:20][CH2:19][CH2:18][S:17]1(=[O:22])=[O:21].[C:23]([C:25]1[CH:26]=[C:27]([NH:31][CH:32]([C:36]2[CH:41]=[CH:40][CH:39]=[CH:38][CH:37]=2)[C:33](O)=[O:34])[CH:28]=[CH:29][CH:30]=1)#[N:24].Cl.CN(C)CCCN=C=NCC.O.OC1C2N=NNC=2C=CC=1. The catalyst class is: 18. Product: [C:23]([C:25]1[CH:26]=[C:27]([NH:31][CH:32]([C:36]2[CH:41]=[CH:40][CH:39]=[CH:38][CH:37]=2)[C:33]([NH:15][C:13]2[CH:12]=[CH:11][C:10]([N:16]3[CH2:20][CH2:19][CH2:18][S:17]3(=[O:22])=[O:21])=[C:9]([CH3:8])[CH:14]=2)=[O:34])[CH:28]=[CH:29][CH:30]=1)#[N:24]. (2) Reactant: Br[CH2:2]/[CH:3]=[CH:4]/[C:5]([NH:7][C:8]1[CH:9]=[C:10]2[C:15](=[CH:16][C:17]=1[O:18][CH2:19][CH3:20])[N:14]=[CH:13][N:12]=[C:11]2[NH:21][C:22]1[CH:23]=[C:24]2[C:28](=[CH:29][CH:30]=1)[N:27]([CH2:31][C:32]1[CH:37]=[CH:36][CH:35]=[C:34]([F:38])[CH:33]=1)[N:26]=[CH:25]2)=[O:6].CCN(C(C)C)C(C)C.[O:48]1[C@H:53]2[CH2:54][NH:55][CH2:56][C@H:52]2[O:51][CH2:50][CH2:49]1.O. Product: [CH2:19]([O:18][C:17]1[CH:16]=[C:15]2[C:10]([C:11]([NH:21][C:22]3[CH:23]=[C:24]4[C:28](=[CH:29][CH:30]=3)[N:27]([CH2:31][C:32]3[CH:37]=[CH:36][CH:35]=[C:34]([F:38])[CH:33]=3)[N:26]=[CH:25]4)=[N:12][CH:13]=[N:14]2)=[CH:9][C:8]=1[NH:7][C:5](=[O:6])/[CH:4]=[CH:3]/[CH2:2][N:55]1[CH2:54][C@H:53]2[O:48][CH2:49][CH2:50][O:51][C@H:52]2[CH2:56]1)[CH3:20]. The catalyst class is: 44. (3) Reactant: [CH3:1][O:2][C:3]1[C:12]([N+:13]([O-])=O)=[C:11]2[C:6]([CH:7]=[CH:8][NH:9][C:10]2=[O:16])=[CH:5][CH:4]=1. Product: [NH2:13][C:12]1[C:3]([O:2][CH3:1])=[CH:4][CH:5]=[C:6]2[C:11]=1[C:10](=[O:16])[NH:9][CH2:8][CH2:7]2. The catalyst class is: 63. (4) Reactant: Cl[C:2]1[C:7]([C:8]([F:11])([F:10])[F:9])=[CH:6][C:5]([N+:12]([O-:14])=[O:13])=[CH:4][N:3]=1.[N:15]1[CH:20]=[CH:19][CH:18]=[CH:17][C:16]=1[CH2:21][NH2:22].O. Product: [N+:12]([C:5]1[CH:6]=[C:7]([C:8]([F:11])([F:10])[F:9])[C:2]([NH:22][CH2:21][C:16]2[CH:17]=[CH:18][CH:19]=[CH:20][N:15]=2)=[N:3][CH:4]=1)([O-:14])=[O:13]. The catalyst class is: 7. (5) Reactant: Cl.[OH:2][C:3]12[C:14]3[C:9](=[C:10]([N+:15]([O-])=O)[CH:11]=[CH:12][CH:13]=3)[C:8](=[O:18])[C:7]1([NH:19][C:20]([C:22]1[NH:23][C:24]3[C:29]([CH:30]=1)=[CH:28][CH:27]=[CH:26][CH:25]=3)=[O:21])[C:6]1[CH:31]=[CH:32][C:33]([CH:35]([CH3:37])[CH3:36])=[CH:34][C:5]=1[O:4]2.C(O)C. Product: [NH2:15][C:10]1[CH:11]=[CH:12][CH:13]=[C:14]2[C:9]=1[C:8](=[O:18])[C:7]1([NH:19][C:20]([C:22]3[NH:23][C:24]4[C:29]([CH:30]=3)=[CH:28][CH:27]=[CH:26][CH:25]=4)=[O:21])[C:6]3[CH:31]=[CH:32][C:33]([CH:35]([CH3:37])[CH3:36])=[CH:34][C:5]=3[O:4][C:3]12[OH:2]. The catalyst class is: 150. (6) Reactant: C[Si]([N-][Si](C)(C)C)(C)C.[Li+].[C:11]([C@H:15]1[O:19][C:18](=[O:20])[CH:17]([C:21]2[CH:26]=[CH:25][CH:24]=[CH:23][CH:22]=2)[O:16]1)([CH3:14])([CH3:13])[CH3:12].[C:27]1(=[O:33])[CH2:32][CH2:31][CH2:30][CH2:29][CH2:28]1. Product: [C:11]([C@H:15]1[O:19][C:18](=[O:20])[C@@:17]([C:27]2([OH:33])[CH2:32][CH2:31][CH2:30][CH2:29][CH2:28]2)([C:21]2[CH:26]=[CH:25][CH:24]=[CH:23][CH:22]=2)[O:16]1)([CH3:14])([CH3:12])[CH3:13]. The catalyst class is: 1. (7) Product: [C:29]([O:33][C:34]([NH:36][C@H:37]([C:38]([O:40][CH2:14][O:13][C:12](=[O:16])[N:11]([C:9]1[N:10]=[C:5]2[CH:4]=[CH:3][C:2]([Cl:1])=[CH:7][N:6]2[N:8]=1)[C:17]1[CH:22]=[CH:21][C:20]([S:23]([CH3:26])(=[O:25])=[O:24])=[CH:19][C:18]=1[O:27][CH3:28])=[O:39])[C:41]([CH3:44])([CH3:43])[CH3:42])=[O:35])([CH3:32])([CH3:30])[CH3:31]. The catalyst class is: 3. Reactant: [Cl:1][C:2]1[CH:3]=[CH:4][C:5]2[N:6]([N:8]=[C:9]([N:11]([C:17]3[CH:22]=[CH:21][C:20]([S:23]([CH3:26])(=[O:25])=[O:24])=[CH:19][C:18]=3[O:27][CH3:28])[C:12](=[O:16])[O:13][CH2:14]Cl)[N:10]=2)[CH:7]=1.[C:29]([O:33][C:34]([NH:36][C@@H:37]([C:41]([CH3:44])([CH3:43])[CH3:42])[C:38]([O-:40])=[O:39])=[O:35])([CH3:32])([CH3:31])[CH3:30].[Cs+].O.